From a dataset of Full USPTO retrosynthesis dataset with 1.9M reactions from patents (1976-2016). Predict the reactants needed to synthesize the given product. (1) The reactants are: [C:1](=[O:14])([O:5][CH2:6][CH2:7][O:8][CH2:9][CH2:10][N:11]=[N+:12]=[N-:13])[O:2][CH2:3]Cl.[I-:15].[Na+]. Given the product [C:1](=[O:14])([O:5][CH2:6][CH2:7][O:8][CH2:9][CH2:10][N:11]=[N+:12]=[N-:13])[O:2][CH2:3][I:15], predict the reactants needed to synthesize it. (2) Given the product [OH:15][C:13]1[CH:12]=[CH:11][C:10]2[C:4]3([CH2:7][O:8][C:9]=2[CH:14]=1)[CH2:5][CH2:6][N:1]([CH2:17][C:18]([O:20][C:21]([CH3:24])([CH3:23])[CH3:22])=[O:19])[CH2:2][CH2:3]3, predict the reactants needed to synthesize it. The reactants are: [NH:1]1[CH2:6][CH2:5][C:4]2([C:10]3[CH:11]=[CH:12][C:13]([OH:15])=[CH:14][C:9]=3[O:8][CH2:7]2)[CH2:3][CH2:2]1.Br[CH2:17][C:18]([O:20][C:21]([CH3:24])([CH3:23])[CH3:22])=[O:19]. (3) Given the product [CH3:12][C:13]1([CH3:29])[C:17]([CH3:19])([CH3:18])[O:16][B:15]([C:2]2[CH:11]=[CH:10][C:5]3[C:6](=[O:9])[O:7][CH2:8][C:4]=3[CH:3]=2)[O:14]1, predict the reactants needed to synthesize it. The reactants are: Br[C:2]1[CH:11]=[CH:10][C:5]2[C:6](=[O:9])[O:7][CH2:8][C:4]=2[CH:3]=1.[CH3:12][C:13]1([CH3:29])[C:17]([CH3:19])([CH3:18])[O:16][B:15]([B:15]2[O:16][C:17]([CH3:19])([CH3:18])[C:13]([CH3:29])([CH3:12])[O:14]2)[O:14]1.C([O-])(=O)C.[K+].O. (4) Given the product [Cl:18][C:19]1[CH:24]=[CH:23][C:22]([S:25]([NH:2][C@H:3]([CH2:4][CH:5]([CH3:7])[CH3:6])[C:8]([NH2:10])=[O:9])(=[O:27])=[O:26])=[CH:21][CH:20]=1, predict the reactants needed to synthesize it. The reactants are: Cl.[NH2:2][C@@H:3]([C:8]([NH2:10])=[O:9])[CH2:4][CH:5]([CH3:7])[CH3:6].CCN(CC)CC.[Cl:18][C:19]1[CH:24]=[CH:23][C:22]([S:25](Cl)(=[O:27])=[O:26])=[CH:21][CH:20]=1. (5) Given the product [C:1]([O:5][C:6](=[O:27])[NH:7][C:8]1[CH:13]=[C:12]([N:14]([CH2:16][CH:17]([CH3:19])[CH3:18])[CH3:15])[C:11]([C:20]([F:23])([F:22])[F:21])=[CH:10][C:9]=1[NH2:24])([CH3:3])([CH3:4])[CH3:2], predict the reactants needed to synthesize it. The reactants are: [C:1]([O:5][C:6](=[O:27])[NH:7][C:8]1[CH:13]=[C:12]([N:14]([CH2:16][CH:17]([CH3:19])[CH3:18])[CH3:15])[C:11]([C:20]([F:23])([F:22])[F:21])=[CH:10][C:9]=1[N+:24]([O-])=O)([CH3:4])([CH3:3])[CH3:2]. (6) Given the product [N:15]([CH2:18][CH2:19][O:20][C:4](=[O:5])[CH2:3][CH2:2][C:1]([OH:6])=[O:7])=[N+:16]=[N-:17], predict the reactants needed to synthesize it. The reactants are: [C:1]1(=[O:7])[O:6][C:4](=[O:5])[CH2:3][CH2:2]1.CCN(CC)CC.[N:15]([CH2:18][CH2:19][OH:20])=[N+:16]=[N-:17]. (7) Given the product [ClH:1].[NH2:30][C@@H:26]1[CH2:27][CH2:28][CH2:29][N:24]([C:2]2[C:7]([C:8]([F:11])([F:10])[F:9])=[CH:6][N:5]=[C:4]3[NH:12][CH:13]=[C:14]([NH:15][C:16](=[O:23])[C:17]4[CH:22]=[CH:21][CH:20]=[N:19][CH:18]=4)[C:3]=23)[CH2:25]1, predict the reactants needed to synthesize it. The reactants are: [Cl:1][C:2]1[C:7]([C:8]([F:11])([F:10])[F:9])=[CH:6][N:5]=[C:4]2[NH:12][CH:13]=[C:14]([NH:15][C:16](=[O:23])[C:17]3[CH:22]=[CH:21][CH:20]=[N:19][CH:18]=3)[C:3]=12.[NH:24]1[CH2:29][CH2:28][CH2:27][C@@H:26]([NH:30]C(=O)OC(C)(C)C)[CH2:25]1.C(O)(C(F)(F)F)=O.